Dataset: Reaction yield outcomes from USPTO patents with 853,638 reactions. Task: Predict the reaction yield, written as a fraction of the theoretical maximum amount of product (1.0 means a 100% yield; for example, 0.34 means a 34% yield). (1) The yield is 0.540. The reactants are [CH3:1][C:2]1[CH:7]=[C:6]([C:8](=[O:16])[CH2:9][C:10]2[CH:15]=[CH:14][CH:13]=[CH:12][CH:11]=2)[CH:5]=[CH:4][N:3]=1.[H-].[Na+].[CH3:19]I. The product is [CH3:1][C:2]1[CH:7]=[C:6]([C:8](=[O:16])[CH:9]([C:10]2[CH:11]=[CH:12][CH:13]=[CH:14][CH:15]=2)[CH3:19])[CH:5]=[CH:4][N:3]=1. The catalyst is CN(C=O)C. (2) The reactants are [CH3:1][C:2]1[C:10]2[C:5](=[CH:6][CH:7]=[CH:8][CH:9]=2)[NH:4][N:3]=1.N1C=CC=CC=1.[CH3:17][C:18](OC(C)=O)=[O:19]. The catalyst is C1COCC1.CN(C1C=CN=CC=1)C. The product is [CH3:1][C:2]1[C:10]2[C:5](=[CH:6][CH:7]=[CH:8][CH:9]=2)[N:4]([C:18](=[O:19])[CH3:17])[N:3]=1. The yield is 0.910. (3) The reactants are [Cl:1][C:2]1[CH:3]=[C:4]([C:8]2[N:12]3[N:13]=[C:14]([NH:17][C@H:18]4[CH2:23][CH2:22][C@H:21]([NH2:24])[CH2:20][CH2:19]4)[CH:15]=[CH:16][C:11]3=[N:10][CH:9]=2)[CH:5]=[CH:6][CH:7]=1.N1C=CC=CC=1.[Cl:31][CH2:32][C:33](Cl)=[O:34].C([O-])(O)=O.[Na+]. The catalyst is C(Cl)Cl.CO. The product is [Cl:31][CH2:32][C:33]([NH:24][C@H:21]1[CH2:22][CH2:23][C@H:18]([NH:17][C:14]2[CH:15]=[CH:16][C:11]3[N:12]([C:8]([C:4]4[CH:5]=[CH:6][CH:7]=[C:2]([Cl:1])[CH:3]=4)=[CH:9][N:10]=3)[N:13]=2)[CH2:19][CH2:20]1)=[O:34]. The yield is 1.01. (4) The reactants are OC(C(F)(F)F)=O.[OH:8][NH:9][C:10]([C@H:12]1[CH2:17][C@H:16]([O:18][C:19]2[CH:24]=[CH:23][N:22]=[CH:21][CH:20]=2)[CH2:15][N:14]([CH3:25])[C@@H:13]1[C:26]([N:28]1[CH2:33][CH:32]=[C:31]([C:34]2[CH:39]=[CH:38][CH:37]=[CH:36][CH:35]=2)[CH2:30][CH2:29]1)=[O:27])=[O:11].[H][H]. The catalyst is CO.[Pd].[O-]S([O-])(=O)=O.[Ba+2]. The product is [OH:8][NH:9][C:10]([C@H:12]1[CH2:17][C@H:16]([O:18][C:19]2[CH:20]=[CH:21][N:22]=[CH:23][CH:24]=2)[CH2:15][N:14]([CH3:25])[C@@H:13]1[C:26]([N:28]1[CH2:33][CH2:32][CH:31]([C:34]2[CH:35]=[CH:36][CH:37]=[CH:38][CH:39]=2)[CH2:30][CH2:29]1)=[O:27])=[O:11]. The yield is 1.00. (5) The reactants are [O:1]=[C:2]1[CH2:10][C:9]2[C:4](=[CH:5][CH:6]=[C:7](/[CH:11]=[CH:12]/[C:13]([O:15]C(C)(C)C)=[O:14])[CH:8]=2)[NH:3]1.FC(F)(F)C(O)=O.C(Cl)[Cl:28]. No catalyst specified. The product is [ClH:28].[O:1]=[C:2]1[CH2:10][C:9]2[C:4](=[CH:5][CH:6]=[C:7](/[CH:11]=[CH:12]/[C:13]([OH:15])=[O:14])[CH:8]=2)[NH:3]1. The yield is 0.330. (6) The reactants are [CH:1]1([N:7]=[C:8]=[O:9])[CH2:6][CH2:5][CH2:4][CH2:3][CH2:2]1.Cl.[CH:11]1([CH2:14][CH2:15]N)[CH2:13][CH2:12]1.C([N:19](CC)CC)C. The catalyst is C(Cl)(Cl)Cl. The product is [CH:1]1([N:7]([CH2:15][CH2:14][CH:11]2[CH2:13][CH2:12]2)[C:8]([NH2:19])=[O:9])[CH2:6][CH2:5][CH2:4][CH2:3][CH2:2]1. The yield is 0.590. (7) The reactants are [CH:1]1([CH2:5][NH:6][C:7]([C:9]2[C:14]([NH:15][C:16]([C:18]3[C:27]4[C:22](=[CH:23][CH:24]=[CH:25][CH:26]=4)[C:21]([C:28](O)=[O:29])=[CH:20][CH:19]=3)=[O:17])=[CH:13][CH:12]=[CH:11][N:10]=2)=[O:8])[CH2:4][CH2:3][CH2:2]1. The catalyst is CCOC(C)=O. The product is [CH:1]1([CH2:5][NH:6][C:7]([C:9]2[C:14]([NH:15][C:16]([C:18]3[C:27]4[C:22](=[CH:23][CH:24]=[CH:25][CH:26]=4)[C:21]([CH2:28][OH:29])=[CH:20][CH:19]=3)=[O:17])=[CH:13][CH:12]=[CH:11][N:10]=2)=[O:8])[CH2:4][CH2:3][CH2:2]1. The yield is 0.780.